This data is from NCI-60 drug combinations with 297,098 pairs across 59 cell lines. The task is: Regression. Given two drug SMILES strings and cell line genomic features, predict the synergy score measuring deviation from expected non-interaction effect. (1) Drug 1: CC1OCC2C(O1)C(C(C(O2)OC3C4COC(=O)C4C(C5=CC6=C(C=C35)OCO6)C7=CC(=C(C(=C7)OC)O)OC)O)O. Drug 2: CS(=O)(=O)OCCCCOS(=O)(=O)C. Cell line: RPMI-8226. Synergy scores: CSS=54.2, Synergy_ZIP=3.03, Synergy_Bliss=7.68, Synergy_Loewe=-6.35, Synergy_HSA=6.54. (2) Drug 1: C1=CC(=CC=C1C#N)C(C2=CC=C(C=C2)C#N)N3C=NC=N3. Drug 2: C#CCC(CC1=CN=C2C(=N1)C(=NC(=N2)N)N)C3=CC=C(C=C3)C(=O)NC(CCC(=O)O)C(=O)O. Cell line: UACC62. Synergy scores: CSS=59.2, Synergy_ZIP=5.88, Synergy_Bliss=0.327, Synergy_Loewe=-17.2, Synergy_HSA=-1.52. (3) Drug 1: C1CCC(C1)C(CC#N)N2C=C(C=N2)C3=C4C=CNC4=NC=N3. Drug 2: CC=C1C(=O)NC(C(=O)OC2CC(=O)NC(C(=O)NC(CSSCCC=C2)C(=O)N1)C(C)C)C(C)C. Cell line: A549. Synergy scores: CSS=11.5, Synergy_ZIP=-1.96, Synergy_Bliss=-4.26, Synergy_Loewe=-49.0, Synergy_HSA=-4.47. (4) Drug 1: CCC(=C(C1=CC=CC=C1)C2=CC=C(C=C2)OCCN(C)C)C3=CC=CC=C3.C(C(=O)O)C(CC(=O)O)(C(=O)O)O. Drug 2: CC(C)NC(=O)C1=CC=C(C=C1)CNNC.Cl. Cell line: U251. Synergy scores: CSS=-2.16, Synergy_ZIP=2.18, Synergy_Bliss=0.951, Synergy_Loewe=-1.54, Synergy_HSA=-1.10. (5) Drug 1: CN(C)C(=N)N=C(N)N. Drug 2: CN1C(=O)N2C=NC(=C2N=N1)C(=O)N. Cell line: SK-OV-3. Synergy scores: CSS=-5.04, Synergy_ZIP=5.79, Synergy_Bliss=-2.26, Synergy_Loewe=-10.9, Synergy_HSA=-9.33.